Task: Predict the reactants needed to synthesize the given product.. Dataset: Full USPTO retrosynthesis dataset with 1.9M reactions from patents (1976-2016) (1) Given the product [CH3:1][N:2]1[CH:6]=[CH:5][C:4]([CH2:7][O:8][C:10]2[N:11]=[C:12]([OH:20])[C:13]3[CH:19]=[CH:18][N:17]=[CH:16][C:14]=3[N:15]=2)=[N:3]1, predict the reactants needed to synthesize it. The reactants are: [CH3:1][N:2]1[CH:6]=[CH:5][C:4]([CH2:7][OH:8])=[N:3]1.Cl[C:10]1[N:11]=[C:12]([OH:20])[C:13]2[CH:19]=[CH:18][N:17]=[CH:16][C:14]=2[N:15]=1. (2) Given the product [CH2:19]([O:14][CH2:13][C@@H:9]1[CH2:10][CH2:11][CH2:12][N:8]1[C:6]([O:5][C:1]([CH3:4])([CH3:3])[CH3:2])=[O:7])[C:18]#[CH:17], predict the reactants needed to synthesize it. The reactants are: [C:1]([O:5][C:6]([N:8]1[CH2:12][CH2:11][CH2:10][C@H:9]1[CH2:13][OH:14])=[O:7])([CH3:4])([CH3:3])[CH3:2].[OH-].[K+].[CH2:17](Br)[C:18]#[CH:19]. (3) Given the product [Cl:1][C:2]1[CH:3]=[CH:4][C:5]([CH2:6][N:7]2[CH:12]([S:13][CH2:14][CH3:15])[NH:11][C:10](=[O:16])[N:9]([C:33]3[O:34][CH:35]=[C:36]([C:38]([O:40][CH3:41])=[O:39])[N:37]=3)[C:8]2=[O:17])=[CH:18][CH:19]=1, predict the reactants needed to synthesize it. The reactants are: [Cl:1][C:2]1[CH:19]=[CH:18][C:5]([CH2:6][N:7]2[C:12]([S:13][CH2:14][CH3:15])=[N:11][C:10](=[O:16])[NH:9][C:8]2=[O:17])=[CH:4][CH:3]=1.CN(C=O)C.C(=O)([O-])[O-].[K+].[K+].ClC[C:33]1[O:34][CH:35]=[C:36]([C:38]([O:40][CH3:41])=[O:39])[N:37]=1. (4) The reactants are: [CH3:1][C:2]([CH3:11])([CH2:9][CH3:10])[C:3](N(C)OC)=[O:4].[CH2:12]([Mg]Cl)[C:13]1[CH:18]=[CH:17][CH:16]=[CH:15][CH:14]=1. Given the product [CH3:1][C:2]([CH3:11])([CH2:9][CH3:10])[C:3](=[O:4])[CH2:12][C:13]1[CH:18]=[CH:17][CH:16]=[CH:15][CH:14]=1, predict the reactants needed to synthesize it.